This data is from Forward reaction prediction with 1.9M reactions from USPTO patents (1976-2016). The task is: Predict the product of the given reaction. (1) Given the reactants [NH:1]1[C:9]2[CH:8]=[CH:7][N:6]=[C:5]([NH:10][C:11]3[S:12][C:13]([C:16]#[N:17])=[CH:14][N:15]=3)[C:4]=2[CH2:3][CH2:2]1, predict the reaction product. The product is: [NH:1]1[C:9]2[CH:8]=[CH:7][N:6]=[C:5]([NH:10][C:11]3[S:12][C:13]([C:16]#[N:17])=[CH:14][N:15]=3)[C:4]=2[CH:3]=[CH:2]1. (2) Given the reactants [C:1]([C:5]1[CH:6]=[C:7]([NH2:22])[N:8]([C:10]2[CH:15]=[CH:14][CH:13]=[C:12]([O:16][CH2:17][CH2:18][N:19]([CH3:21])[CH3:20])[CH:11]=2)[N:9]=1)([CH3:4])([CH3:3])[CH3:2].CCN(C(C)C)C(C)C.[Cl:32][C:33]([Cl:40])([Cl:39])[CH2:34][O:35][C:36](Cl)=[O:37], predict the reaction product. The product is: [Cl:32][C:33]([Cl:40])([Cl:39])[CH2:34][O:35][C:36](=[O:37])[NH:22][C:7]1[N:8]([C:10]2[CH:15]=[CH:14][CH:13]=[C:12]([O:16][CH2:17][CH2:18][N:19]([CH3:20])[CH3:21])[CH:11]=2)[N:9]=[C:5]([C:1]([CH3:4])([CH3:2])[CH3:3])[CH:6]=1. (3) The product is: [CH:1]1([CH2:6][CH:7]([C:16]2[CH:21]=[CH:20][C:19]([OH:22])=[CH:18][CH:17]=2)[C:8]([NH:10][C:11]2[S:12][CH:13]=[CH:14][N:15]=2)=[O:9])[CH2:5][CH2:4][CH2:3][CH2:2]1. Given the reactants [CH:1]1([CH2:6][CH:7]([C:16]2[CH:21]=[CH:20][C:19]([O:22]C)=[CH:18][CH:17]=2)[C:8]([NH:10][C:11]2[S:12][CH:13]=[CH:14][N:15]=2)=[O:9])[CH2:5][CH2:4][CH2:3][CH2:2]1.B(Br)(Br)Br, predict the reaction product.